From a dataset of Reaction yield outcomes from USPTO patents with 853,638 reactions. Predict the reaction yield, written as a fraction of the theoretical maximum amount of product (1.0 means a 100% yield; for example, 0.34 means a 34% yield). (1) The reactants are [Br:1][C:2]1[CH:3]=[C:4]2[C:13](=[CH:14][CH:15]=1)[CH:12]=[CH:11][C:10]1[CH:9]=[CH:8][C:7]([OH:16])=[CH:6][C:5]2=1.Br[CH2:18][CH:19]1[CH2:21][CH2:20]1.C(=O)([O-])[O-].[K+].[K+].O. The catalyst is CC(C)=O.[I-].[K+]. The product is [Br:1][C:2]1[CH:15]=[CH:14][C:13]2[CH:12]=[CH:11][C:10]3[C:5]([C:4]=2[CH:3]=1)=[CH:6][C:7]([O:16][CH2:18][CH:19]1[CH2:21][CH2:20]1)=[CH:8][CH:9]=3. The yield is 0.870. (2) The reactants are [C:10](O[C:10](=[O:17])[C:11]1[CH:16]=[CH:15][CH:14]=[CH:13][CH:12]=1)(=[O:17])[C:11]1[CH:16]=[CH:15][CH:14]=[CH:13][CH:12]=1.[NH:18]1[CH2:21][CH:20]([O:22][C:23]2[C:24]([NH2:30])=[N:25][CH:26]=[C:27]([Br:29])[N:28]=2)[CH2:19]1. The catalyst is C(Cl)Cl. The product is [NH2:30][C:24]1[C:23]([O:22][CH:20]2[CH2:21][N:18]([C:10]([C:11]3[CH:12]=[CH:13][CH:14]=[CH:15][CH:16]=3)=[O:17])[CH2:19]2)=[N:28][C:27]([Br:29])=[CH:26][N:25]=1. The yield is 0.990. (3) The reactants are [CH2:1]([O:8][C:9]1[CH:10]=[C:11]([C@H:15]2[CH2:17][C@@H:16]2[CH2:18][OH:19])[CH:12]=[N:13][CH:14]=1)[C:2]1[CH:7]=[CH:6][CH:5]=[CH:4][CH:3]=1.C(N(CC)CC)C.[C:27](O[C:27](=[O:31])[CH:28]([CH3:30])[CH3:29])(=[O:31])[CH:28]([CH3:30])[CH3:29].CCOC(C)=O. The catalyst is CN(C)C1C=CN=CC=1.C(Cl)Cl.O.CO. The product is [C:27]([O:19][CH2:18][C@H:16]1[CH2:17][C@@H:15]1[C:11]1[CH:12]=[N:13][CH:14]=[C:9]([O:8][CH2:1][C:2]2[CH:3]=[CH:4][CH:5]=[CH:6][CH:7]=2)[CH:10]=1)(=[O:31])[CH:28]([CH3:30])[CH3:29]. The yield is 0.930. (4) The reactants are [NH:1]1[CH2:11][CH2:10][CH2:9][CH:3]([C:4]([O:6][CH2:7][CH3:8])=[O:5])[CH2:2]1.[CH3:12][C:13]([O:16][C:17](O[C:17]([O:16][C:13]([CH3:15])([CH3:14])[CH3:12])=[O:18])=[O:18])([CH3:15])[CH3:14].C(N(CC)CC)C.ClCCl. The catalyst is CCOC(C)=O. The product is [N:1]1([C:17]([O:16][C:13]([CH3:15])([CH3:14])[CH3:12])=[O:18])[CH2:11][CH2:10][CH2:9][CH:3]([C:4]([O:6][CH2:7][CH3:8])=[O:5])[CH2:2]1. The yield is 1.00. (5) The reactants are C[OH:2].[Br:3][C:4]1[CH:9]=[CH:8][C:7]([CH2:10][C:11]#N)=[C:6]([F:13])[CH:5]=1.O.[C:15]([O-])([O-])=[O:16].[Na+].[Na+]. The catalyst is C(Cl)Cl. The product is [CH3:15][O:16][C:11](=[O:2])[CH2:10][C:7]1[CH:8]=[CH:9][C:4]([Br:3])=[CH:5][C:6]=1[F:13]. The yield is 0.350. (6) The reactants are C[O:2][C:3](=[O:36])[C:4]1[CH:9]=[CH:8][C:7]([O:10][CH2:11][CH2:12][C:13]2[N:14]=[C:15]([NH:18][C:19]([NH:21][C:22]3[CH:27]=[CH:26][C:25]([CH3:28])=[CH:24][C:23]=3[C:29]([CH:31]3[CH2:35][CH2:34][CH2:33][CH2:32]3)=[O:30])=[O:20])[S:16][CH:17]=2)=[CH:6][CH:5]=1. The catalyst is [Li+].[OH-]. The product is [CH:31]1([C:29]([C:23]2[CH:24]=[C:25]([CH3:28])[CH:26]=[CH:27][C:22]=2[NH:21][C:19](=[O:20])[NH:18][C:15]2[S:16][CH:17]=[C:13]([CH2:12][CH2:11][O:10][C:7]3[CH:6]=[CH:5][C:4]([C:3]([OH:36])=[O:2])=[CH:9][CH:8]=3)[N:14]=2)=[O:30])[CH2:35][CH2:34][CH2:33][CH2:32]1. The yield is 0.960. (7) The reactants are [CH3:1][O:2][C:3](=[O:22])[CH2:4][CH2:5][C:6]([C:8]1[CH:13]=[CH:12][C:11]([O:14][CH:15]2[CH2:20][CH2:19][CH2:18][CH2:17][O:16]2)=[CH:10][C:9]=1[OH:21])=[O:7].[CH3:23]CN(CC)CC.[O:30](S(C(F)(F)F)(=O)=O)[S:31]([C:34]([F:37])([F:36])[F:35])(=O)=[O:32]. The catalyst is ClCCl.O. The product is [CH3:1][O:2][C:3](=[O:22])[CH2:4][CH2:5][C:6]([C:8]1[C:9]([O:21][S:31]([C:34]([F:37])([F:36])[F:35])(=[O:32])=[O:30])=[CH:10][C:11]([O:14][CH:15]2[CH2:20][CH2:19][CH2:18][CH2:17][O:16]2)=[CH:12][C:13]=1[CH3:23])=[O:7]. The yield is 0.630. (8) The reactants are [C:1]([O:8]CC)(=[O:7])[C:2](OCC)=O.[O-]CC.[K+].[N+:15]([C:18]1[CH:23]=[CH:22][CH:21]=[C:20]([CH3:24])[C:19]=1C)([O-:17])=[O:16]. The catalyst is CCOCC. The product is [CH3:24][C:20]1[CH:21]=[CH:22][CH:23]=[C:18]([N+:15]([O-:17])=[O:16])[C:19]=1[CH2:2][C:1]([OH:8])=[O:7]. The yield is 0.450.